Dataset: Forward reaction prediction with 1.9M reactions from USPTO patents (1976-2016). Task: Predict the product of the given reaction. (1) The product is: [ClH:32].[CH:1]1([CH2:4][NH:5][C@@H:13]2[CH2:15][C@H:14]2[C:16]2[CH:21]=[CH:20][C:19]([NH:22][C:23](=[O:31])[C:24]3[CH:25]=[CH:26][C:27]([CH3:30])=[CH:28][CH:29]=3)=[CH:18][CH:17]=2)[CH2:3][CH2:2]1. Given the reactants [CH:1]1([CH2:4][N:5]([C@@H:13]2[CH2:15][C@H:14]2[C:16]2[CH:21]=[CH:20][C:19]([NH:22][C:23](=[O:31])[C:24]3[CH:29]=[CH:28][C:27]([CH3:30])=[CH:26][CH:25]=3)=[CH:18][CH:17]=2)C(=O)OC(C)(C)C)[CH2:3][CH2:2]1.[ClH:32].COC1CCCC1, predict the reaction product. (2) Given the reactants [Cl:1][C:2]1[CH:10]=[CH:9][CH:8]=[C:7]([S:11]C)[C:3]=1/[CH:4]=[N:5]/O.S(Cl)(Cl)(=O)=[O:14], predict the reaction product. The product is: [Cl:1][C:2]1[C:3]2[C:4](=[O:14])[NH:5][S:11][C:7]=2[CH:8]=[CH:9][CH:10]=1. (3) Given the reactants [NH:1]1[CH2:6][CH2:5][O:4][CH2:3][CH2:2]1.F[C:8]1[CH:16]=[CH:15][C:11]([C:12]([NH2:14])=[O:13])=[CH:10][CH:9]=1, predict the reaction product. The product is: [N:1]1([C:8]2[CH:16]=[CH:15][C:11]([C:12]([NH2:14])=[O:13])=[CH:10][CH:9]=2)[CH2:6][CH2:5][O:4][CH2:3][CH2:2]1. (4) Given the reactants Br[C:2]1[CH:7]=[CH:6][N:5]=[C:4]([Cl:8])[CH:3]=1.[N:9]1([C:15]([O:17][C:18]([CH3:21])([CH3:20])[CH3:19])=[O:16])[CH2:14][CH2:13][NH:12][CH2:11][CH2:10]1.CC(C)([O-])C.[Na+].C1(C)C=CC=CC=1, predict the reaction product. The product is: [Cl:8][C:4]1[CH:3]=[C:2]([N:12]2[CH2:11][CH2:10][N:9]([C:15]([O:17][C:18]([CH3:21])([CH3:20])[CH3:19])=[O:16])[CH2:14][CH2:13]2)[CH:7]=[CH:6][N:5]=1. (5) Given the reactants [Cl:1][C:2]1[C:3]([O:12][CH3:13])=[C:4]([CH:8]=[C:9]([Cl:11])[CH:10]=1)[C:5]([OH:7])=O.[CH3:14][NH:15][O:16][CH3:17].C1CN([P+](Br)(N2CCCC2)N2CCCC2)CC1.F[P-](F)(F)(F)(F)F.C1C=CC2N(O)N=NC=2C=1, predict the reaction product. The product is: [Cl:1][C:2]1[C:3]([O:12][CH3:13])=[C:4]([CH:8]=[C:9]([Cl:11])[CH:10]=1)[C:5]([N:15]([O:16][CH3:17])[CH3:14])=[O:7]. (6) Given the reactants Cl[C:2]1[C:10]2[C:9]3[CH2:11][NH:12][CH2:13][CH2:14][C:8]=3[NH:7][C:6]=2[N:5]=[CH:4][CH:3]=1.[F:15][C:16]1[CH:21]=[CH:20][C:19](B(O)O)=[CH:18][CH:17]=1.COC1C=CC=C(OC)C=1C1C=CC=CC=1P(C1CCCCC1)C1CCCCC1.C([O-])([O-])=O.[K+].[K+], predict the reaction product. The product is: [F:15][C:16]1[CH:21]=[CH:20][C:19]([C:2]2[C:10]3[C:9]4[CH2:11][NH:12][CH2:13][CH2:14][C:8]=4[NH:7][C:6]=3[N:5]=[CH:4][CH:3]=2)=[CH:18][CH:17]=1.